This data is from NCI-60 drug combinations with 297,098 pairs across 59 cell lines. The task is: Regression. Given two drug SMILES strings and cell line genomic features, predict the synergy score measuring deviation from expected non-interaction effect. (1) Drug 1: CC1CCC2CC(C(=CC=CC=CC(CC(C(=O)C(C(C(=CC(C(=O)CC(OC(=O)C3CCCCN3C(=O)C(=O)C1(O2)O)C(C)CC4CCC(C(C4)OC)O)C)C)O)OC)C)C)C)OC. Drug 2: COCCOC1=C(C=C2C(=C1)C(=NC=N2)NC3=CC=CC(=C3)C#C)OCCOC.Cl. Cell line: OVCAR-5. Synergy scores: CSS=25.4, Synergy_ZIP=-3.24, Synergy_Bliss=4.91, Synergy_Loewe=-0.485, Synergy_HSA=3.98. (2) Drug 1: C1C(C(OC1N2C=C(C(=O)NC2=O)F)CO)O. Drug 2: CCC1(CC2CC(C3=C(CCN(C2)C1)C4=CC=CC=C4N3)(C5=C(C=C6C(=C5)C78CCN9C7C(C=CC9)(C(C(C8N6C)(C(=O)OC)O)OC(=O)C)CC)OC)C(=O)OC)O.OS(=O)(=O)O. Cell line: SF-295. Synergy scores: CSS=26.6, Synergy_ZIP=-7.23, Synergy_Bliss=0.426, Synergy_Loewe=-8.99, Synergy_HSA=-1.73. (3) Drug 1: C1C(C(OC1N2C=NC3=C(N=C(N=C32)Cl)N)CO)O. Drug 2: CCN(CC)CCCC(C)NC1=C2C=C(C=CC2=NC3=C1C=CC(=C3)Cl)OC. Cell line: SNB-19. Synergy scores: CSS=42.5, Synergy_ZIP=-4.61, Synergy_Bliss=-4.24, Synergy_Loewe=-11.7, Synergy_HSA=-1.56. (4) Drug 1: CC1=C(N=C(N=C1N)C(CC(=O)N)NCC(C(=O)N)N)C(=O)NC(C(C2=CN=CN2)OC3C(C(C(C(O3)CO)O)O)OC4C(C(C(C(O4)CO)O)OC(=O)N)O)C(=O)NC(C)C(C(C)C(=O)NC(C(C)O)C(=O)NCCC5=NC(=CS5)C6=NC(=CS6)C(=O)NCCC[S+](C)C)O. Drug 2: CCCCC(=O)OCC(=O)C1(CC(C2=C(C1)C(=C3C(=C2O)C(=O)C4=C(C3=O)C=CC=C4OC)O)OC5CC(C(C(O5)C)O)NC(=O)C(F)(F)F)O. Cell line: UACC-257. Synergy scores: CSS=54.4, Synergy_ZIP=2.81, Synergy_Bliss=5.42, Synergy_Loewe=6.63, Synergy_HSA=7.02. (5) Drug 1: CS(=O)(=O)C1=CC(=C(C=C1)C(=O)NC2=CC(=C(C=C2)Cl)C3=CC=CC=N3)Cl. Drug 2: CCC1=C2CN3C(=CC4=C(C3=O)COC(=O)C4(CC)O)C2=NC5=C1C=C(C=C5)O. Cell line: SR. Synergy scores: CSS=77.3, Synergy_ZIP=2.93, Synergy_Bliss=2.06, Synergy_Loewe=-4.73, Synergy_HSA=4.04. (6) Drug 1: C1=C(C(=O)NC(=O)N1)F. Drug 2: C1CN(P(=O)(OC1)NCCCl)CCCl. Cell line: UO-31. Synergy scores: CSS=23.9, Synergy_ZIP=-2.61, Synergy_Bliss=-5.07, Synergy_Loewe=-15.0, Synergy_HSA=-3.75. (7) Synergy scores: CSS=-1.21, Synergy_ZIP=1.99, Synergy_Bliss=1.98, Synergy_Loewe=-5.49, Synergy_HSA=-3.68. Cell line: SK-MEL-2. Drug 1: CC(C)CN1C=NC2=C1C3=CC=CC=C3N=C2N. Drug 2: C1C(C(OC1N2C=NC3=C2NC=NCC3O)CO)O.